From a dataset of Peptide-MHC class II binding affinity with 134,281 pairs from IEDB. Regression. Given a peptide amino acid sequence and an MHC pseudo amino acid sequence, predict their binding affinity value. This is MHC class II binding data. (1) The peptide sequence is FEALGFLNEDHWASR. The MHC is DRB3_0301 with pseudo-sequence DRB3_0301. The binding affinity (normalized) is 0.337. (2) The peptide sequence is LAECARRRLRTLVLA. The MHC is DRB1_0901 with pseudo-sequence DRB1_0901. The binding affinity (normalized) is 0.532. (3) The peptide sequence is LSYRSLQPETFAVVD. The MHC is DRB1_1101 with pseudo-sequence DRB1_1101. The binding affinity (normalized) is 0.480. (4) The peptide sequence is INEPTAAADAYGLDR. The MHC is HLA-DQA10102-DQB10602 with pseudo-sequence HLA-DQA10102-DQB10602. The binding affinity (normalized) is 0.572. (5) The binding affinity (normalized) is 0.0576. The MHC is DRB1_1302 with pseudo-sequence DRB1_1302. The peptide sequence is SAQNISGAGWSGMAE. (6) The peptide sequence is AVKVAATAANAAPAN. The MHC is DRB1_1001 with pseudo-sequence DRB1_1001. The binding affinity (normalized) is 0.462. (7) The peptide sequence is GELIIVDKIDAAFKI. The binding affinity (normalized) is 0.594. The MHC is DRB1_1302 with pseudo-sequence DRB1_1302.